This data is from NCI-60 drug combinations with 297,098 pairs across 59 cell lines. The task is: Regression. Given two drug SMILES strings and cell line genomic features, predict the synergy score measuring deviation from expected non-interaction effect. (1) Drug 2: CC1CCC2CC(C(=CC=CC=CC(CC(C(=O)C(C(C(=CC(C(=O)CC(OC(=O)C3CCCCN3C(=O)C(=O)C1(O2)O)C(C)CC4CCC(C(C4)OC)O)C)C)O)OC)C)C)C)OC. Synergy scores: CSS=54.4, Synergy_ZIP=-15.4, Synergy_Bliss=-7.57, Synergy_Loewe=-1.30, Synergy_HSA=0.302. Drug 1: C1=NC2=C(N1)C(=S)N=C(N2)N. Cell line: CAKI-1. (2) Drug 1: C1=CC(=CC=C1C#N)C(C2=CC=C(C=C2)C#N)N3C=NC=N3. Cell line: SF-539. Synergy scores: CSS=15.1, Synergy_ZIP=-4.70, Synergy_Bliss=0.217, Synergy_Loewe=-2.77, Synergy_HSA=-0.576. Drug 2: C1C(C(OC1N2C=NC3=C(N=C(N=C32)Cl)N)CO)O.